Dataset: Peptide-MHC class I binding affinity with 185,985 pairs from IEDB/IMGT. Task: Regression. Given a peptide amino acid sequence and an MHC pseudo amino acid sequence, predict their binding affinity value. This is MHC class I binding data. (1) The peptide sequence is KMFCQLAKV. The MHC is HLA-A02:01 with pseudo-sequence HLA-A02:01. The binding affinity (normalized) is 0.677. (2) The peptide sequence is SIKRNYPYLF. The MHC is HLA-A23:01 with pseudo-sequence HLA-A23:01. The binding affinity (normalized) is 0.387. (3) The MHC is HLA-A01:01 with pseudo-sequence HLA-A01:01. The peptide sequence is FLKEMGGL. The binding affinity (normalized) is 0. (4) The peptide sequence is GVLPEETNI. The MHC is HLA-A02:06 with pseudo-sequence HLA-A02:06. The binding affinity (normalized) is 0.413. (5) The peptide sequence is RGPYRAFVTI. The MHC is Mamu-B08 with pseudo-sequence Mamu-B08. The binding affinity (normalized) is 0.